From a dataset of Catalyst prediction with 721,799 reactions and 888 catalyst types from USPTO. Predict which catalyst facilitates the given reaction. The catalyst class is: 61. Reactant: [NH2:1][C:2]1[N:22]=[C:5]2[C:6]([C:11]3[CH:16]=[CH:15][C:14]([C:17]([OH:20])([CH3:19])[CH3:18])=[C:13]([F:21])[CH:12]=3)=[CH:7][C:8]([CH3:10])=[CH:9][N:4]2[N:3]=1.Br[C:24]1[CH:29]=[CH:28][C:27]([N:30]2[CH:34]=[C:33]([CH3:35])[N:32]=[CH:31]2)=[C:26]([O:36][CH3:37])[CH:25]=1.C(Cl)Cl. Product: [F:21][C:13]1[CH:12]=[C:11]([C:6]2[C:5]3[N:4]([N:3]=[C:2]([NH:1][C:24]4[CH:29]=[CH:28][C:27]([N:30]5[CH:34]=[C:33]([CH3:35])[N:32]=[CH:31]5)=[C:26]([O:36][CH3:37])[CH:25]=4)[N:22]=3)[CH:9]=[C:8]([CH3:10])[CH:7]=2)[CH:16]=[CH:15][C:14]=1[C:17]([OH:20])([CH3:19])[CH3:18].